Task: Predict the reactants needed to synthesize the given product.. Dataset: Retrosynthesis with 50K atom-mapped reactions and 10 reaction types from USPTO (1) The reactants are: C[N+](C)(C)c1ccc(CNC(=O)c2cc3cc(OCc4ccccc4)ccc3n2Cc2cccc(C(=N)N)c2)cc1. Given the product C[N+](C)(C)c1ccc(CNC(=O)c2cc3cc(O)ccc3n2Cc2cccc(C(=N)N)c2)cc1, predict the reactants needed to synthesize it. (2) Given the product Cc1cnc(NC(=O)c2cc(Oc3ccc(C(=O)N4CCC4)nc3)cc(O[C@@H]3CCN(C)C3=O)c2)cn1, predict the reactants needed to synthesize it. The reactants are: CN1CCC(Br)C1=O.Cc1cnc(NC(=O)c2cc(O)cc(Oc3ccc(C(=O)N4CCC4)nc3)c2)cn1.